Predict the reaction yield, written as a fraction of the theoretical maximum amount of product (1.0 means a 100% yield; for example, 0.34 means a 34% yield). From a dataset of Reaction yield outcomes from USPTO patents with 853,638 reactions. (1) The reactants are [CH2:1]([C:13]1[CH:19]=[CH:18][C:16]([NH2:17])=CC=1)[CH2:2][CH2:3]CCCCCCCCC.[NH:20]1[CH:24]=[CH:23][N:22]=[CH:21]1.C([N:27](CC)CC)C.C(Cl)(=O)C=C. The catalyst is C1COCC1. The product is [CH2:13]1[CH2:1][CH2:2][CH2:3][N:17]([CH2:24][CH2:23][N:22]=[C:21]([NH2:27])[NH2:20])[CH2:16][CH2:18][CH2:19]1. The yield is 0.950. (2) The reactants are [I:1][C:2]1[CH:17]=[CH:16][C:5]([C:6]([NH2:15])=[N:7][C:8]2[CH:9]=[N:10][C:11]([CH3:14])=[CH:12][CH:13]=2)=[CH:4][CH:3]=1.Br.Br[CH2:20][C:21]([C:23]1[S:27][CH:26]=[N:25][CH:24]=1)=O. The catalyst is C(O)(C)(C)C.C(C1C=C(SC2C=C(C)C(O)=C(C(C)(C)C)C=2)C=C(C)C=1O)(C)(C)C. The product is [I:1][C:2]1[CH:17]=[CH:16][C:5]([C:6]2[N:7]([C:8]3[CH:13]=[CH:12][C:11]([CH3:14])=[N:10][CH:9]=3)[CH:20]=[C:21]([C:23]3[S:27][CH:26]=[N:25][CH:24]=3)[N:15]=2)=[CH:4][CH:3]=1. The yield is 0.230. (3) The reactants are [CH:1]([C:4]1[C:13]2[C:8](=[CH:9][CH:10]=[CH:11][CH:12]=2)[N:7]=[C:6](O)[CH:5]=1)([CH3:3])[CH3:2].O=P(Cl)(Cl)[Cl:17]. The catalyst is C1(C)C=CC=CC=1. The product is [Cl:17][C:6]1[CH:5]=[C:4]([CH:1]([CH3:3])[CH3:2])[C:13]2[C:8](=[CH:9][CH:10]=[CH:11][CH:12]=2)[N:7]=1. The yield is 0.840. (4) The reactants are [F:1][C:2]1[CH:9]=[CH:8][C:7]([CH2:10][C:11]2[NH:12][C:13]([C:26]3[CH:31]=[CH:30][CH:29]=[C:28]([CH3:32])[N:27]=3)=[C:14]([C:16]3[CH:17]=[C:18]4[C:23](=[CH:24][CH:25]=3)[N:22]=[CH:21][CH:20]=[N:19]4)[N:15]=2)=[CH:6][C:3]=1[C:4]#[N:5].[OH:33]S(O)(=O)=O.[NH4+].[OH-]. The catalyst is C(O)(=O)C.O. The product is [F:1][C:2]1[CH:9]=[CH:8][C:7]([CH2:10][C:11]2[NH:12][C:13]([C:26]3[CH:31]=[CH:30][CH:29]=[C:28]([CH3:32])[N:27]=3)=[C:14]([C:16]3[CH:17]=[C:18]4[C:23](=[CH:24][CH:25]=3)[N:22]=[CH:21][CH:20]=[N:19]4)[N:15]=2)=[CH:6][C:3]=1[C:4]([NH2:5])=[O:33]. The yield is 0.680. (5) The reactants are [CH2:1]([N:3]1[CH2:7][CH2:6][CH2:5][CH:4]1[CH2:8][O:9][C:10]1[CH:11]=[C:12]2[C:17](=[CH:18][CH:19]=1)[CH:16]=[C:15]([C:20]1[C:28]3[C:23](=[CH:24][CH:25]=[C:26]([C:29]#[N:30])[CH:27]=3)[N:22](C3CCCCO3)[N:21]=1)[CH:14]=[CH:13]2)[CH3:2].[OH-].[K+].F[P-](F)(F)(F)(F)F.N1([O:55]C(N(C)C)=[N+](C)C)C2C=CC=CC=2N=N1.O.ON1C2C=CC=CC=2N=N1.C(N(CC)CC)C.[CH3:81][O:82][CH2:83][CH2:84]N. The catalyst is C(O)C.O. The product is [CH3:81][O:82][CH2:83][CH2:84][NH:30][C:29]([C:26]1[CH:27]=[C:28]2[C:23](=[CH:24][CH:25]=1)[NH:22][N:21]=[C:20]2[C:15]1[CH:14]=[CH:13][C:12]2[C:17](=[CH:18][CH:19]=[C:10]([O:9][CH2:8][CH:4]3[CH2:5][CH2:6][CH2:7][N:3]3[CH2:1][CH3:2])[CH:11]=2)[CH:16]=1)=[O:55]. The yield is 0.690.